Task: Predict the product of the given reaction.. Dataset: Forward reaction prediction with 1.9M reactions from USPTO patents (1976-2016) (1) Given the reactants [C:1]([O:4]O)(=O)[CH3:2].C1(C)[CH2:11][CH2:10][CH:9]([CH:12]([CH3:14])[CH3:13])[CH2:8][CH:7]=1.C(=O)([O-])[O-].[Na+].[Na+].O, predict the reaction product. The product is: [CH:12]([C@@H:9]1[CH2:10][CH2:11][C:1]2([CH3:2])[CH:7]([O:4]2)[CH2:8]1)([CH3:14])[CH3:13]. (2) Given the reactants [Cl:1][C:2]1[CH:9]=[CH:8][C:5]([CH2:6][OH:7])=[CH:4][CH:3]=1.[F:10][C:11]1[C:12](F)=[C:13]([F:18])[C:14]([F:17])=[N:15][CH:16]=1.C(=O)([O-])[O-].[Cs+].[Cs+].O, predict the reaction product. The product is: [Cl:1][C:2]1[CH:9]=[CH:8][C:5]([CH2:6][O:7][C:16]2[C:11]([F:10])=[CH:12][C:13]([F:18])=[C:14]([F:17])[N:15]=2)=[CH:4][CH:3]=1.